This data is from Reaction yield outcomes from USPTO patents with 853,638 reactions. The task is: Predict the reaction yield, written as a fraction of the theoretical maximum amount of product (1.0 means a 100% yield; for example, 0.34 means a 34% yield). (1) The reactants are [CH:1]([Mg]Br)=[CH2:2].O1CCCC1.O1CCCC1.[NH2:15][C:16]1[CH:23]=[CH:22][CH:21]=[CH:20][C:17]=1[CH:18]=[O:19]. The catalyst is O. The product is [NH2:15][C:16]1[CH:23]=[CH:22][CH:21]=[CH:20][C:17]=1[CH:18]([OH:19])[CH:1]=[CH2:2]. The yield is 0.590. (2) The reactants are [CH2:1]([C:8]1[CH:20]=[CH:19][C:11]([O:12][CH2:13][C@@H:14]2[CH2:18][CH2:17][CH2:16][NH:15]2)=[CH:10][CH:9]=1)[C:2]1[CH:7]=[CH:6][CH:5]=[CH:4][CH:3]=1.CN(C=O)C.[C:26]([O:30][C:31](=[O:34])[CH2:32]Br)([CH3:29])([CH3:28])[CH3:27].C(=O)([O-])[O-].[K+].[K+]. The catalyst is O. The product is [C:26]([O:30][C:31](=[O:34])[CH2:32][N:15]1[CH2:16][CH2:17][CH2:18][C@H:14]1[CH2:13][O:12][C:11]1[CH:19]=[CH:20][C:8]([CH2:1][C:2]2[CH:3]=[CH:4][CH:5]=[CH:6][CH:7]=2)=[CH:9][CH:10]=1)([CH3:29])([CH3:28])[CH3:27]. The yield is 0.640. (3) The reactants are [CH2:1]([C@H:8]([NH:48]C(=O)OC(C)(C)C)[C@@H:9]([OH:47])[CH2:10][C@@H:11]([NH:25][C:26](=[O:46])[C@@H:27]([N:32]1[CH2:36][CH2:35][N:34]([CH2:37][C:38]2[CH:43]=[CH:42][CH:41]=[C:40]([CH3:44])[N:39]=2)[C:33]1=[O:45])[C:28]([CH3:31])([CH3:30])[CH3:29])[CH2:12][C:13]1[CH:18]=[CH:17][C:16]([C:19]2[CH:24]=[CH:23][CH:22]=[CH:21][N:20]=2)=[CH:15][CH:14]=1)[C:2]1[CH:7]=[CH:6][CH:5]=[CH:4][CH:3]=1.FC(F)(F)C(O)=O.[CH3:63][O:64][C:65]([NH:67][C@@H:68]([C:72]([CH3:75])([CH3:74])[CH3:73])[C:69]([OH:71])=O)=[O:66].CCOP(ON1N=NC2C=CC=CC=2C1=O)(OCC)=O.C(N(CC)C(C)C)(C)C. The catalyst is ClCCl.C1COCC1. The product is [CH2:1]([C@H:8]([NH:48][C:69]([C@@H:68]([NH:67][C:65](=[O:66])[O:64][CH3:63])[C:72]([CH3:75])([CH3:74])[CH3:73])=[O:71])[C@@H:9]([OH:47])[CH2:10][C@@H:11]([NH:25][C:26](=[O:46])[C@@H:27]([N:32]1[CH2:36][CH2:35][N:34]([CH2:37][C:38]2[CH:43]=[CH:42][CH:41]=[C:40]([CH3:44])[N:39]=2)[C:33]1=[O:45])[C:28]([CH3:31])([CH3:30])[CH3:29])[CH2:12][C:13]1[CH:14]=[CH:15][C:16]([C:19]2[CH:24]=[CH:23][CH:22]=[CH:21][N:20]=2)=[CH:17][CH:18]=1)[C:2]1[CH:3]=[CH:4][CH:5]=[CH:6][CH:7]=1. The yield is 0.400. (4) The reactants are Br[C:2]([CH3:16])=[C:3]([C:10]1[CH:15]=[CH:14][CH:13]=[CH:12][CH:11]=1)[C:4]1[CH:9]=[CH:8][CH:7]=[CH:6][CH:5]=1.C1COCC1.C([Li])CCC.Cl[P:28]([C:35]1[CH:40]=[CH:39][CH:38]=[CH:37][CH:36]=1)[C:29]1[CH:34]=[CH:33][CH:32]=[CH:31][CH:30]=1. The catalyst is O. The product is [C:4]1([C:3]([C:10]2[CH:15]=[CH:14][CH:13]=[CH:12][CH:11]=2)=[C:2]([P:28]([C:35]2[CH:36]=[CH:37][CH:38]=[CH:39][CH:40]=2)[C:29]2[CH:34]=[CH:33][CH:32]=[CH:31][CH:30]=2)[CH3:16])[CH:9]=[CH:8][CH:7]=[CH:6][CH:5]=1. The yield is 0.600. (5) The reactants are [CH3:1][C:2]([F:7])([CH3:6])[C:3](=[O:5])[CH3:4].[Br-:8].[Br-:9].[Br-].[NH+]1C=CC=CC=1.[NH+]1C=CC=CC=1.[NH+]1C=CC=CC=1. The catalyst is ClCCl. The product is [Br:8][CH:4]([Br:9])[C:3](=[O:5])[C:2]([F:7])([CH3:6])[CH3:1]. The yield is 0.720. (6) The reactants are [O:1]=[C:2]1[NH:20][C@@H:5]2[CH2:6][N:7]([C:10]([O:12][CH2:13][C:14]3[CH:19]=[CH:18][CH:17]=[CH:16][CH:15]=3)=[O:11])[CH2:8][CH2:9][C@@H:4]2[O:3]1.[O:21](C(OC(C)(C)C)=O)[C:22]([O:24][C:25]([CH3:28])([CH3:27])[CH3:26])=O.C(N(CC)CC)C. The catalyst is ClCCl.CN(C1C=CN=CC=1)C. The product is [O:1]=[C:2]1[N:20]([C:22]([O:24][C:25]([CH3:28])([CH3:27])[CH3:26])=[O:21])[C@@H:5]2[CH2:6][N:7]([C:10]([O:12][CH2:13][C:14]3[CH:15]=[CH:16][CH:17]=[CH:18][CH:19]=3)=[O:11])[CH2:8][CH2:9][C@@H:4]2[O:3]1. The yield is 0.750. (7) The reactants are [CH:1]([N:14]1[CH2:19][CH2:18][N:17]([C:20]([C@@H:22]2[CH2:24][C@H:23]2[CH:25]=O)=[O:21])[CH2:16][CH2:15]1)([C:8]1[CH:13]=[CH:12][CH:11]=[CH:10][CH:9]=1)[C:2]1[CH:7]=[CH:6][CH:5]=[CH:4][CH:3]=1.[C:27]([NH2:31])([CH3:30])([CH3:29])[CH3:28].C(O[BH-](OC(=O)C)OC(=O)C)(=O)C.[Na+]. The catalyst is ClC(Cl)C.C(Cl)Cl. The product is [CH:1]([N:14]1[CH2:15][CH2:16][N:17]([C:20]([C@@H:22]2[CH2:24][C@H:23]2[CH2:25][NH:31][C:27]([CH3:30])([CH3:29])[CH3:28])=[O:21])[CH2:18][CH2:19]1)([C:8]1[CH:13]=[CH:12][CH:11]=[CH:10][CH:9]=1)[C:2]1[CH:3]=[CH:4][CH:5]=[CH:6][CH:7]=1. The yield is 0.440. (8) The reactants are CC(OC(/N=N/C(OC(C)C)=O)=O)C.[OH:15][C:16]1[CH:21]=[CH:20][C:19]([C:22]2[CH:27]=[CH:26][C:25]([NH:28][C:29](=[O:35])[O:30][C:31]([CH3:34])([CH3:33])[CH3:32])=[CH:24][CH:23]=2)=[C:18]([N+:36]([O-:38])=[O:37])[CH:17]=1.[CH3:39][N:40]1[CH2:45][CH2:44][CH:43](O)[CH2:42][CH2:41]1.C1(P(C2C=CC=CC=2)C2C=CC=CC=2)C=CC=CC=1. The catalyst is C1COCC1. The product is [CH3:39][N:40]1[CH2:45][CH2:44][CH:43]([O:15][C:16]2[CH:21]=[CH:20][C:19]([C:22]3[CH:23]=[CH:24][C:25]([NH:28][C:29](=[O:35])[O:30][C:31]([CH3:34])([CH3:33])[CH3:32])=[CH:26][CH:27]=3)=[C:18]([N+:36]([O-:38])=[O:37])[CH:17]=2)[CH2:42][CH2:41]1. The yield is 0.890.